Dataset: Reaction yield outcomes from USPTO patents with 853,638 reactions. Task: Predict the reaction yield, written as a fraction of the theoretical maximum amount of product (1.0 means a 100% yield; for example, 0.34 means a 34% yield). (1) The reactants are [Si]([O:8][CH2:9][CH2:10][C:11]1[CH:16]=[CH:15][C:14](B(O)O)=[CH:13][C:12]=1[CH2:20][CH3:21])(C(C)(C)C)(C)C.[NH2:22][C:23]1[CH:24]=[C:25]([CH:29]=[CH:30][CH:31]=1)[C:26]([NH2:28])=[O:27].O.[C:33]([OH:37])(=[O:36])[CH:34]=O. No catalyst specified. The product is [C:26]([C:25]1[CH:24]=[C:23]([NH:22][CH:34]([C:14]2[CH:15]=[CH:16][C:11]([CH2:10][CH2:9][OH:8])=[C:12]([CH2:20][CH3:21])[CH:13]=2)[C:33]([OH:37])=[O:36])[CH:31]=[CH:30][CH:29]=1)(=[O:27])[NH2:28]. The yield is 0.880. (2) The reactants are C(N(CC)CC)C.[Cl:8][C:9]1[S:13][C:12]([CH2:14][C:15]([OH:17])=O)=[CH:11][CH:10]=1.CC(C)(C)C(Cl)=O.[CH2:25]([C@@H:32]1[CH2:36][O:35][C:34](=[O:37])[NH:33]1)[C:26]1[CH:31]=[CH:30][CH:29]=[CH:28][CH:27]=1.C([Li])CCC. The catalyst is CCOCC.C1COCC1.CCCCCC. The product is [CH2:25]([C@@H:32]1[CH2:36][O:35][C:34](=[O:37])[N:33]1[C:15](=[O:17])[CH2:14][C:12]1[S:13][C:9]([Cl:8])=[CH:10][CH:11]=1)[C:26]1[CH:27]=[CH:28][CH:29]=[CH:30][CH:31]=1. The yield is 0.560. (3) The product is [CH2:1]([N:3]1[CH2:8][CH2:7][N:6]([C:9]2[CH:14]=[CH:13][C:12]([NH:15][C:16]3[N:17]=[CH:18][C:19]([CH2:22][CH2:23][C:24]4[CH:25]=[C:26]([CH:31]=[C:32]([O:34][CH3:35])[CH:33]=4)[C:27]([NH:29][CH3:30])=[O:28])=[CH:20][N:21]=3)=[CH:11][CH:10]=2)[CH2:5][CH2:4]1)[CH3:2]. The catalyst is CO.[Pd]. The reactants are [CH2:1]([N:3]1[CH2:8][CH2:7][N:6]([C:9]2[CH:14]=[CH:13][C:12]([NH:15][C:16]3[N:21]=[CH:20][C:19](/[CH:22]=[CH:23]/[C:24]4[CH:25]=[C:26]([CH:31]=[C:32]([O:34][CH3:35])[CH:33]=4)[C:27]([NH:29][CH3:30])=[O:28])=[CH:18][N:17]=3)=[CH:11][CH:10]=2)[CH2:5][CH2:4]1)[CH3:2]. The yield is 0.315. (4) The reactants are Br[CH:2]1[CH2:7][CH:6]([CH3:8])[O:5][CH2:4][C:3]1=O.BrC1COC(C)CC1=O.Cl.[C:20]([C:23]1[C:24]([CH3:34])=[CH:25][C:26]([CH3:33])=[C:27]([CH:32]=1)[C:28]([O:30][CH3:31])=[O:29])(=[NH:22])[NH2:21].C(=O)([O-])[O-].[K+].[K+]. The catalyst is C(#N)C. The product is [CH3:33][C:26]1[CH:25]=[C:24]([CH3:34])[C:23]([C:20]2[NH:21][C:3]3[CH2:4][O:5][CH:6]([CH3:8])[CH2:7][C:2]=3[N:22]=2)=[CH:32][C:27]=1[C:28]([O:30][CH3:31])=[O:29]. The yield is 0.0900. (5) The reactants are [C:1]([C:4]1[CH:8]=[C:7]([Cl:9])[S:6][C:5]=1[C:10]1[CH:11]=[C:12](C(O)=O)[C:13]([C:16]2[CH:21]=[CH:20][C:19]([C:22]3([C:25]([O:27][CH2:28][CH3:29])=[O:26])[CH2:24][CH2:23]3)=[CH:18][CH:17]=2)=[CH:14][CH:15]=1)(=[O:3])[NH2:2].C1(C)C=CC=CC=1.C([N:42]([CH2:45]C)CC)C.C1(P(N=[N+]=[N-])(C2C=CC=CC=2)=[O:54])C=CC=CC=1.[C:64]([OH:68])([CH3:67])([CH3:66])[CH3:65]. No catalyst specified. The product is [CH2:28]([O:27][C:25]([C:22]1([C:19]2[CH:18]=[CH:17][C:16]([C:13]3[CH:14]=[CH:15][C:10]([C:5]4[S:6][C:7]([Cl:9])=[CH:8][C:4]=4[C:1](=[O:3])[NH2:2])=[CH:11][C:12]=3[NH:42][C:45]([O:68][C:64]([CH3:67])([CH3:66])[CH3:65])=[O:54])=[CH:21][CH:20]=2)[CH2:24][CH2:23]1)=[O:26])[CH3:29]. The yield is 0.650. (6) The reactants are [NH2:1][C:2]1[N:3]=[C:4]([CH3:27])[C:5]2=[C:6]([CH2:8][C@H:9]([C:19]3[CH:24]=[CH:23][C:22]([F:25])=[CH:21][C:20]=3Br)[NH:10]/[C:11]/2=[N:12]\[O:13][CH2:14][C:15]([O:17]C)=[O:16])[N:7]=1.[CH3:28][O:29][C:30]1[N:35]=[C:34](B2OCCN(C3C=CC=CC=3)CCO2)[CH:33]=[CH:32][CH:31]=1.C([O-])([O-])=O.[Na+].[Na+]. The catalyst is CC(N(C)C)=O.C1C=CC(P(C2C=CC=CC=2)[C-]2C=CC=C2)=CC=1.C1C=CC(P(C2C=CC=CC=2)[C-]2C=CC=C2)=CC=1.Cl[Pd]Cl.[Fe+2]. The product is [NH2:1][C:2]1[N:3]=[C:4]([CH3:27])[C:5]2=[C:6]([CH2:8][C@H:9]([C:19]3[CH:24]=[CH:23][C:22]([F:25])=[CH:21][C:20]=3[C:34]3[CH:33]=[CH:32][CH:31]=[C:30]([O:29][CH3:28])[N:35]=3)[NH:10]/[C:11]/2=[N:12]\[O:13][CH2:14][C:15]([OH:17])=[O:16])[N:7]=1. The yield is 0.310.